From a dataset of Full USPTO retrosynthesis dataset with 1.9M reactions from patents (1976-2016). Predict the reactants needed to synthesize the given product. (1) Given the product [F:16][C:17]1[CH:18]=[CH:19][C:20]2=[C:21]([CH:37]=1)[O:22][CH2:23][C:24]1[CH:34]=[C:33]([CH:35]([OH:36])[C:2]3[N:6]4[CH:7]=[CH:8][CH:9]=[C:10]([O:11][CH3:12])[C:5]4=[N:4][C:3]=3[CH:13]([CH3:15])[CH3:14])[CH:32]=[CH:31][C:25]=1/[C:26]/2=[C:27](/[CH3:30])\[C:28]#[N:29], predict the reactants needed to synthesize it. The reactants are: I[C:2]1[N:6]2[CH:7]=[CH:8][CH:9]=[C:10]([O:11][CH3:12])[C:5]2=[N:4][C:3]=1[CH:13]([CH3:15])[CH3:14].[F:16][C:17]1[CH:18]=[CH:19][C:20]2=[C:21]([CH:37]=1)[O:22][CH2:23][C:24]1[CH:34]=[C:33]([CH:35]=[O:36])[CH:32]=[CH:31][C:25]=1/[C:26]/2=[C:27](/[CH3:30])\[C:28]#[N:29]. (2) Given the product [CH3:13][CH:12]([CH2:11][CH2:10][CH:9]=[C:7]([CH3:8])[CH3:6])[CH2:14][CH:15]([OH:16])[CH:4]([N+:1]([O-:3])=[O:2])[CH3:5], predict the reactants needed to synthesize it. The reactants are: [N+:1]([CH2:4][CH3:5])([O-:3])=[O:2].[CH3:6][C:7](=[CH:9][CH2:10][CH2:11][CH:12]([CH2:14][CH:15]=[O:16])[CH3:13])[CH3:8].